This data is from Full USPTO retrosynthesis dataset with 1.9M reactions from patents (1976-2016). The task is: Predict the reactants needed to synthesize the given product. (1) Given the product [NH2:33][CH2:38][CH2:37][C:42]1[CH:41]=[CH:46][C:45]([OH:8])=[C:44]([OH:47])[CH:43]=1, predict the reactants needed to synthesize it. The reactants are: C1C2(N(C3C=CC=CC=3)CNC2=[O:8])CCN(CCCC(C2C=CC(F)=CC=2)=O)C1.CCC[N:33]1[C@H:38]2CO[C:41]3[CH:46]=[CH:45][C:44]([OH:47])=[CH:43][C:42]=3[C@@H:37]2OCC1.C(O)C(N)(CO)CO.Cl.[Cl-].[K+].[Mg+2].[Cl-].[Cl-].[Cl-].[Cl-].[Ca+2].CC([C@]1(O)C[C@H]2N(C[C@H]3C4C2=CC=CC=4CCC2C=CC=CC3=2)CC1)(C)C. (2) Given the product [CH3:17][O:11][C:10](=[O:12])[C:9]1[CH:13]=[C:5]([O:4][CH:1]([CH3:3])[CH3:2])[CH:6]=[CH:7][C:8]=1[NH2:14], predict the reactants needed to synthesize it. The reactants are: [CH:1]([O:4][C:5]1[CH:6]=[CH:7][C:8]([NH2:14])=[C:9]([CH:13]=1)[C:10]([OH:12])=[O:11])([CH3:3])[CH3:2].[H-].[Na+].[CH3:17]I.OS([O-])(=O)=O.[K+].[O-]S([O-])(=O)=O.[Na+].[Na+]. (3) Given the product [CH2:27]([C:2]1[C:10]2[C:5](=[CH:6][CH:7]=[C:8]([O:11][Si:12]([C:15]([CH3:18])([CH3:17])[CH3:16])([CH3:14])[CH3:13])[CH:9]=2)[N:4]([Si:19]([C:22]([CH3:25])([CH3:24])[CH3:23])([CH3:21])[CH3:20])[CH:3]=1)[CH2:28][CH2:29][CH3:30], predict the reactants needed to synthesize it. The reactants are: Br[C:2]1[C:10]2[C:5](=[CH:6][CH:7]=[C:8]([O:11][Si:12]([C:15]([CH3:18])([CH3:17])[CH3:16])([CH3:14])[CH3:13])[CH:9]=2)[N:4]([Si:19]([C:22]([CH3:25])([CH3:24])[CH3:23])([CH3:21])[CH3:20])[CH:3]=1.I[CH2:27][CH2:28][CH2:29][CH3:30].C([Li])(C)(C)C. (4) Given the product [Cl:2][C:3]1[CH:8]=[CH:7][C:6]([CH:9]2[CH2:11][CH:10]2[CH2:25][CH:24]([S:27]([NH2:13])(=[O:29])=[O:28])[CH3:26])=[CH:5][CH:4]=1, predict the reactants needed to synthesize it. The reactants are: Cl.[Cl:2][C:3]1[CH:8]=[CH:7][C:6]([C@@H:9]2[CH2:11][C@H:10]2N)=[CH:5][CH:4]=1.[N:13]12CCCN=C1CCCCC2.[CH:24]([S:27](Cl)(=[O:29])=[O:28])([CH3:26])[CH3:25]. (5) Given the product [Cl:1][C:2]1[CH:3]=[CH:4][C:5]2[O:9][CH:8]([CH2:10][Cl:21])[CH2:7][C:6]=2[CH:12]=1, predict the reactants needed to synthesize it. The reactants are: [Cl:1][C:2]1[CH:3]=[CH:4][C:5]2[O:9][CH:8]([CH2:10]O)[CH2:7][C:6]=2[CH:12]=1.N1C=CC=CC=1.S(Cl)([Cl:21])=O.C(=O)(O)[O-].[Na+]. (6) Given the product [CH:1]([N:14]1[CH2:17][CH:16]([N:18]2[C:26]3[C:21](=[CH:22][CH:23]=[C:24]([F:27])[CH:25]=3)[C:20]([C:28]3[N:29]=[C:30]4[C:36]([C:37]([OH:49])=[O:38])=[CH:35][N:34]([CH2:39][O:40][CH2:41][CH2:42][Si:43]([CH3:46])([CH3:45])[CH3:44])[C:31]4=[N:32][CH:33]=3)=[N:19]2)[CH2:15]1)([C:8]1[CH:13]=[CH:12][CH:11]=[CH:10][CH:9]=1)[C:2]1[CH:7]=[CH:6][CH:5]=[CH:4][CH:3]=1, predict the reactants needed to synthesize it. The reactants are: [CH:1]([N:14]1[CH2:17][CH:16]([N:18]2[C:26]3[C:21](=[CH:22][CH:23]=[C:24]([F:27])[CH:25]=3)[C:20]([C:28]3[N:29]=[C:30]4[C:36]([CH:37]=[O:38])=[CH:35][N:34]([CH2:39][O:40][CH2:41][CH2:42][Si:43]([CH3:46])([CH3:45])[CH3:44])[C:31]4=[N:32][CH:33]=3)=[N:19]2)[CH2:15]1)([C:8]1[CH:13]=[CH:12][CH:11]=[CH:10][CH:9]=1)[C:2]1[CH:7]=[CH:6][CH:5]=[CH:4][CH:3]=1.S(=O)(=O)([OH:49])N.[O-]Cl=O.[Na+].OP([O-])(O)=O.[K+]. (7) Given the product [Cl:3][C:4]1[CH:12]=[CH:11][C:10]2[N:9]([CH2:20][CH2:21][C:22]3[CH:27]=[CH:26][CH:25]=[CH:24][CH:23]=3)[C:8]3[CH2:13][CH2:14][N:15]([CH3:18])[CH2:16][CH2:17][C:7]=3[C:6]=2[CH:5]=1, predict the reactants needed to synthesize it. The reactants are: [OH-].[Na+].[Cl:3][C:4]1[CH:12]=[CH:11][C:10]2[NH:9][C:8]3[CH2:13][CH2:14][N:15]([CH3:18])[CH2:16][CH2:17][C:7]=3[C:6]=2[CH:5]=1.Br[CH2:20][CH2:21][C:22]1[CH:27]=[CH:26][CH:25]=[CH:24][CH:23]=1.O. (8) The reactants are: [C@@H:1]1([N:10]2[C:20]3[N:19]=[C:17]([NH2:18])[NH:16][C:14](=O)[C:13]=3[N:12]=[CH:11]2)[O:9][C@H:6]([CH2:7][OH:8])[C@@H:4]([OH:5])[C@H:2]1[OH:3].FC(F)(F)C(OC(=O)C(F)(F)F)=O.[NH3:34]. Given the product [NH2:18][C:17]1[N:16]=[C:14]([NH2:34])[C:13]2[N:12]=[CH:11][N:10]([C:20]=2[N:19]=1)[C@@H:1]1[O:9][C@H:6]([CH2:7][OH:8])[C@@H:4]([OH:5])[C@H:2]1[OH:3], predict the reactants needed to synthesize it. (9) The reactants are: Cl[C:2]1[N:6]([CH3:7])[N:5]=[CH:4][C:3]=1[N+:8]([O-:10])=[O:9].[OH:11][C@@H:12]1[CH2:17][CH2:16][CH2:15][N:14]([C:18]([O:20][C:21]([CH3:24])([CH3:23])[CH3:22])=[O:19])[CH2:13]1. Given the product [CH3:7][N:6]1[C:2]([O:11][C@@H:12]2[CH2:17][CH2:16][CH2:15][N:14]([C:18]([O:20][C:21]([CH3:24])([CH3:23])[CH3:22])=[O:19])[CH2:13]2)=[C:3]([N+:8]([O-:10])=[O:9])[CH:4]=[N:5]1, predict the reactants needed to synthesize it. (10) Given the product [N:1]1[C:10]2[C:5](=[C:6]([C:11]3[N:12]=[C:13]4[NH:18][C:41](=[O:44])[NH:17][C:14]4=[N:15][CH:16]=3)[CH:7]=[CH:8][CH:9]=2)[CH:4]=[CH:3][CH:2]=1, predict the reactants needed to synthesize it. The reactants are: [N:1]1[C:10]2[C:5](=[C:6]([C:11]3[N:12]=[C:13]([NH2:18])[C:14]([NH2:17])=[N:15][CH:16]=3)[CH:7]=[CH:8][CH:9]=2)[CH:4]=[CH:3][CH:2]=1.NC1C(NCC2C=C[C:41]([O:44]C)=CC=2)=NC(C2C=CC=C3C=2C=CC=N3)=CN=1.